Task: Regression. Given a peptide amino acid sequence and an MHC pseudo amino acid sequence, predict their binding affinity value. This is MHC class II binding data.. Dataset: Peptide-MHC class II binding affinity with 134,281 pairs from IEDB (1) The peptide sequence is EIPDVLNSLAVAWMILRA. The MHC is DRB1_1101 with pseudo-sequence DRB1_1101. The binding affinity (normalized) is 0.116. (2) The peptide sequence is LRKAFDAFDREKSGS. The MHC is DRB1_1001 with pseudo-sequence DRB1_1001. The binding affinity (normalized) is 0.347. (3) The peptide sequence is EKKYFAATQFDPLAA. The MHC is HLA-DQA10501-DQB10301 with pseudo-sequence HLA-DQA10501-DQB10301. The binding affinity (normalized) is 0.295.